This data is from Forward reaction prediction with 1.9M reactions from USPTO patents (1976-2016). The task is: Predict the product of the given reaction. (1) Given the reactants [C:1]([O-:4])([O-])=O.[K+].[K+].O[CH2:8][C:9]([C:11]1[CH:16]=[CH:15][CH:14]=[CH:13][CH:12]=1)=[O:10].BrC[CH:19]1[CH2:23][CH2:22][CH2:21][O:20]1, predict the reaction product. The product is: [O:20]1[CH2:21][CH2:22][CH2:23][CH:19]1[CH2:1][O:4][C:16]1[CH:15]=[CH:14][CH:13]=[CH:12][C:11]=1[C:9](=[O:10])[CH3:8]. (2) Given the reactants [C:1]([BH3-])#N.[Na+].[CH3:5][S:6]([C:9]1[CH:14]=[CH:13][C:12]([C:15]2[CH:16]=[CH:17][C:18]([CH2:21][NH:22][CH:23]3[CH2:28][CH2:27][N:26]([C:29]([O:31][C:32]([CH3:35])([CH3:34])[CH3:33])=[O:30])[CH2:25][CH2:24]3)=[N:19][CH:20]=2)=[CH:11][CH:10]=1)(=[O:8])=[O:7].Cl.C([O-])(O)=O.[Na+], predict the reaction product. The product is: [CH3:1][N:22]([CH2:21][C:18]1[CH:17]=[CH:16][C:15]([C:12]2[CH:13]=[CH:14][C:9]([S:6]([CH3:5])(=[O:7])=[O:8])=[CH:10][CH:11]=2)=[CH:20][N:19]=1)[CH:23]1[CH2:28][CH2:27][N:26]([C:29]([O:31][C:32]([CH3:35])([CH3:34])[CH3:33])=[O:30])[CH2:25][CH2:24]1. (3) Given the reactants Br[C:2]1[C:6]2[CH2:7][N:8]([C:11](=[O:13])[CH3:12])[CH2:9][CH2:10][C:5]=2[N:4]([CH:14]2[CH2:17][O:16][CH2:15]2)[N:3]=1.[NH:18]1[C:27]2[C:22](=[CH:23][CH:24]=[CH:25][CH:26]=2)[CH2:21][CH2:20][CH2:19]1.C(O[Na])(C)(C)C.C1(P(C2C=CC=CC=2)C2C3OC4C(=CC=CC=4P(C4C=CC=CC=4)C4C=CC=CC=4)C(C)(C)C=3C=CC=2)C=CC=CC=1, predict the reaction product. The product is: [N:18]1([C:2]2[C:6]3[CH2:7][N:8]([C:11](=[O:13])[CH3:12])[CH2:9][CH2:10][C:5]=3[N:4]([CH:14]3[CH2:17][O:16][CH2:15]3)[N:3]=2)[C:27]2[C:22](=[CH:23][CH:24]=[CH:25][CH:26]=2)[CH2:21][CH2:20][CH2:19]1. (4) Given the reactants [C:1]([O:5][C:6]([N:8]1[CH2:13][CH2:12][N:11]([C:14]2[CH:15]=[CH:16][C:17]3[N:18]([C:20](Br)=[CH:21][N:22]=3)[N:19]=2)[CH2:10][CH2:9]1)=[O:7])([CH3:4])([CH3:3])[CH3:2].O.[CH3:25][O:26][C:27]1[CH:28]=[N:29][CH:30]=[CH:31][C:32]=1B(O)O.O.[O-]P([O-])([O-])=O.[K+].[K+].[K+].ClCCl.N#N, predict the reaction product. The product is: [C:1]([O:5][C:6]([N:8]1[CH2:13][CH2:12][N:11]([C:14]2[CH:15]=[CH:16][C:17]3[N:18]([C:20]([C:32]4[CH:31]=[CH:30][N:29]=[CH:28][C:27]=4[O:26][CH3:25])=[CH:21][N:22]=3)[N:19]=2)[CH2:10][CH2:9]1)=[O:7])([CH3:4])([CH3:3])[CH3:2]. (5) Given the reactants [Cl:1][C:2]1[CH:7]=[CH:6][C:5]([CH:8]([C:15]2[CH:20]=[CH:19][CH:18]=[CH:17][CH:16]=2)[N:9]2[CH2:14][CH2:13][NH:12][CH2:11][CH2:10]2)=[CH:4][CH:3]=1.[C:21]1([CH:27]([C:32]2[CH:37]=[CH:36][CH:35]=[CH:34][CH:33]=2)[CH2:28][C:29](O)=[O:30])[CH:26]=[CH:25][CH:24]=[CH:23][CH:22]=1.C(Cl)CCl, predict the reaction product. The product is: [Cl:1][C:2]1[CH:3]=[CH:4][C:5]([CH:8]([C:15]2[CH:16]=[CH:17][CH:18]=[CH:19][CH:20]=2)[N:9]2[CH2:10][CH2:11][N:12]([C:29](=[O:30])[CH2:28][CH:27]([C:21]3[CH:26]=[CH:25][CH:24]=[CH:23][CH:22]=3)[C:32]3[CH:37]=[CH:36][CH:35]=[CH:34][CH:33]=3)[CH2:13][CH2:14]2)=[CH:6][CH:7]=1. (6) Given the reactants [CH:1]1([N:4]2[CH2:8][CH2:7][C:6]3([CH2:12][CH2:11]NC3)[CH2:5]2)[CH2:3]C1.BrC1C=C[C:17]([CH2:18][CH2:19][NH:20]C(=O)OC(C)(C)C)=CC=1.CC1(C)C2C(=C(P(C3C=CC=CC=3)C3C=CC=CC=3)C=CC=2)OC2C(P(C3C=CC=CC=3)C3C=CC=CC=3)=CC=CC1=2.C[N:73](C=O)C, predict the reaction product. The product is: [NH:4]1[CH2:1][CH2:3][N:73]=[C:5]1[C:6]1[CH:7]=[CH:8][C:17]([CH2:18][CH2:19][NH2:20])=[CH:11][CH:12]=1. (7) Given the reactants [OH:1][CH:2]1[C:7]([C:11](=O)[CH3:12])([N+:8]([O-:10])=[O:9])[CH:6]=[C:5]([C:14]2[NH:18][N:17]=[N:16][N:15]=2)[CH:4]=[C:3]1[C:19]1[CH:24]=[CH:23][CH:22]=[CH:21][CH:20]=1.[NH:25]([C:27]1[CH:35]=[CH:34][C:30]([C:31]([NH2:33])=[NH:32])=[CH:29][CH:28]=1)N.CCN(C(C)C)C(C)C, predict the reaction product. The product is: [OH:1][CH:2]1[C:7]([C:11]2[NH:25][C:27]3[C:35]([CH:12]=2)=[CH:34][C:30]([C:31]([NH2:33])=[NH:32])=[CH:29][CH:28]=3)([N+:8]([O-:10])=[O:9])[CH:6]=[C:5]([C:14]2[NH:15][N:16]=[N:17][N:18]=2)[CH:4]=[C:3]1[C:19]1[CH:24]=[CH:23][CH:22]=[CH:21][CH:20]=1. (8) Given the reactants [O:1]1[C:5]2[CH:6]=[CH:7][C:8]([C:10]3[CH:19]=[CH:18][C:17]4[C:12](=[CH:13][CH:14]=[C:15]([N+:20]([O-])=O)[CH:16]=4)[N:11]=3)=[CH:9][C:4]=2[O:3][CH2:2]1, predict the reaction product. The product is: [NH2:20][C:15]1[CH:16]=[C:17]2[C:12](=[CH:13][CH:14]=1)[N:11]=[C:10]([C:8]1[CH:7]=[CH:6][C:5]3[O:1][CH2:2][O:3][C:4]=3[CH:9]=1)[CH:19]=[CH:18]2. (9) Given the reactants Cl[C:2]1[CH:3]=[CH:4][C:5]2[N:6]([C:8]([CH:11]([C:13]3[CH:14]=[C:15]4[C:20](=[CH:21][CH:22]=3)[N:19]=[CH:18][CH:17]=[CH:16]4)[CH3:12])=[N:9][N:10]=2)[N:7]=1.[CH3:23][N:24]1[CH:28]=[C:27](B2OC(C)(C)C(C)(C)O2)[CH:26]=[N:25]1.C(=O)([O-])[O-].[Cs+].[Cs+], predict the reaction product. The product is: [CH3:23][N:24]1[CH:28]=[C:27]([C:2]2[CH:3]=[CH:4][C:5]3[N:6]([C:8]([CH:11]([C:13]4[CH:14]=[C:15]5[C:20](=[CH:21][CH:22]=4)[N:19]=[CH:18][CH:17]=[CH:16]5)[CH3:12])=[N:9][N:10]=3)[N:7]=2)[CH:26]=[N:25]1.